Dataset: HIV replication inhibition screening data with 41,000+ compounds from the AIDS Antiviral Screen. Task: Binary Classification. Given a drug SMILES string, predict its activity (active/inactive) in a high-throughput screening assay against a specified biological target. The drug is Cn1c(C(=O)C=Cc2ccc([N+](=O)[O-])cc2)nc2ccccc21. The result is 0 (inactive).